From a dataset of Catalyst prediction with 721,799 reactions and 888 catalyst types from USPTO. Predict which catalyst facilitates the given reaction. (1) Reactant: Cl[C:2]1[C:11]2[C:6](=[C:7]([F:13])[C:8]([F:12])=[CH:9][CH:10]=2)[N:5]=[CH:4][C:3]=1[C:14]([O:16][CH2:17][CH3:18])=[O:15].C(N(CC)CC)C. Product: [F:12][C:8]1[C:7]([F:13])=[C:6]2[C:11]([CH:2]=[C:3]([C:14]([O:16][CH2:17][CH3:18])=[O:15])[CH:4]=[N:5]2)=[CH:10][CH:9]=1. The catalyst class is: 29. (2) Reactant: [CH3:1][C:2]1[CH:3]=[N:4][C:5]2[C:10]([CH:11]=1)=[CH:9][C:8]([CH2:12][C:13]1[CH:14]=[C:15]([CH:19]=[CH:20][N:21]=1)[C:16]([OH:18])=O)=[CH:7][CH:6]=2.Cl.Cl.[NH2:24][CH2:25][C:26]1[C:27]([CH3:34])=[CH:28][C:29]([NH2:33])=[N:30][C:31]=1[CH3:32].CCN=C=NCCCN(C)C.C1C=CC2N(O)N=NC=2C=1. Product: [NH2:33][C:29]1[N:30]=[C:31]([CH3:32])[C:26]([CH2:25][NH:24][C:16](=[O:18])[C:15]2[CH:19]=[CH:20][N:21]=[C:13]([CH2:12][C:8]3[CH:9]=[C:10]4[C:5](=[CH:6][CH:7]=3)[N:4]=[CH:3][C:2]([CH3:1])=[CH:11]4)[CH:14]=2)=[C:27]([CH3:34])[CH:28]=1. The catalyst class is: 18. (3) Reactant: [Cl:1][CH2:2][CH2:3][CH:4]([C:6]1[CH:11]=[CH:10][CH:9]=[CH:8][CH:7]=1)[OH:5].[Si:12](Cl)([C:15]([CH3:18])([CH3:17])[CH3:16])([CH3:14])[CH3:13].N1C=CN=C1.C(Cl)Cl. Product: [C:15]([Si:12]([O:5][CH:4]([C:6]1[CH:11]=[CH:10][CH:9]=[CH:8][CH:7]=1)[CH2:3][CH2:2][Cl:1])([CH3:14])[CH3:13])([CH3:18])([CH3:17])[CH3:16]. The catalyst class is: 81. (4) Reactant: [OH:1][C:2]1[CH:7]=[CH:6][C:5]([C:8]([CH3:16])([CH3:15])[CH2:9][C:10]([O:12][CH2:13][CH3:14])=[O:11])=[CH:4][C:3]=1[O:17][CH2:18][CH2:19][CH2:20][O:21][CH3:22].C(N(CC)CC)C.C1C=CC(N([S:37]([C:40]([F:43])([F:42])[F:41])(=[O:39])=[O:38])[S:37]([C:40]([F:43])([F:42])[F:41])(=[O:39])=[O:38])=CC=1.[Cl-].[NH4+]. Product: [CH3:22][O:21][CH2:20][CH2:19][CH2:18][O:17][C:3]1[CH:4]=[C:5]([C:8]([CH3:16])([CH3:15])[CH2:9][C:10]([O:12][CH2:13][CH3:14])=[O:11])[CH:6]=[CH:7][C:2]=1[O:1][S:37]([C:40]([F:43])([F:42])[F:41])(=[O:39])=[O:38]. The catalyst class is: 4. (5) Reactant: [H-].[Na+].CN(C=O)C.[OH:8][C:9]1[CH:10]=[C:11]([CH:14]=[CH:15][C:16]=1[OH:17])[CH:12]=[O:13].I[CH2:19][CH2:20][CH2:21][CH3:22]. Product: [CH2:19]([O:17][C:16]1[CH:15]=[CH:14][C:11]([CH:12]=[O:13])=[CH:10][C:9]=1[OH:8])[CH2:20][CH2:21][CH3:22]. The catalyst class is: 84. (6) Reactant: Cl.[CH2:2]1[C:10]2[C:5](=[CH:6][CH:7]=[CH:8][CH:9]=2)[CH2:4][CH:3]1[C@H:11]1[NH:16][C:15](=[O:17])[C@@H:14]([CH:18]([CH2:21][CH3:22])[CH2:19][CH3:20])[N:13]([CH2:23][C:24]2[CH:29]=[CH:28][CH:27]=[CH:26][C:25]=2[S:30]([CH:33]2[CH2:38][CH2:37][NH:36][CH2:35][CH2:34]2)(=[O:32])=[O:31])[C:12]1=[O:39]. Product: [CH2:2]1[C:10]2[C:5](=[CH:6][CH:7]=[CH:8][CH:9]=2)[CH2:4][CH:3]1[C@H:11]1[NH:16][C:15](=[O:17])[C@@H:14]([CH:18]([CH2:21][CH3:22])[CH2:19][CH3:20])[N:13]([CH2:23][C:24]2[CH:29]=[CH:28][CH:27]=[CH:26][C:25]=2[S:30]([CH:33]2[CH2:34][CH2:35][NH:36][CH2:37][CH2:38]2)(=[O:32])=[O:31])[C:12]1=[O:39]. The catalyst class is: 5. (7) Reactant: [Br:1]Br.[F:3][C:4]1[CH:5]=[C:6]([C:10]2[CH:15]=[CH:14][C:13]([OH:16])=[CH:12][CH:11]=2)[CH:7]=[CH:8][CH:9]=1. Product: [Br:1][C:12]1[CH:11]=[C:10]([C:6]2[CH:7]=[CH:8][CH:9]=[C:4]([F:3])[CH:5]=2)[CH:15]=[CH:14][C:13]=1[OH:16]. The catalyst class is: 545. (8) Reactant: Cl.[NH2:2][CH2:3][C:4]([O:6][CH2:7][CH3:8])=[O:5].F[P-](F)(F)(F)(F)F.N1(O[P+](N(C)C)(N(C)C)N(C)C)[C:20]2[CH:21]=[CH:22]C=[CH:24][C:19]=2[N:18]=N1.CCN(CC)CC.[OH2:43]. Product: [NH:18]1[C:19]([C:24]([NH:2][CH2:3][C:4]([O:6][CH2:7][CH3:8])=[O:5])=[O:43])=[CH:20][CH:21]=[CH:22]1. The catalyst class is: 3.